This data is from Full USPTO retrosynthesis dataset with 1.9M reactions from patents (1976-2016). The task is: Predict the reactants needed to synthesize the given product. (1) Given the product [C:1]([O:5][C:6](=[O:7])[NH:8][C@@H:9]([CH2:10][CH2:11][S:12][CH3:13])[C:14](=[O:15])[CH3:22])([CH3:2])([CH3:3])[CH3:4], predict the reactants needed to synthesize it. The reactants are: [C:1]([O:5][C:6]([NH:8][C@H:9]([C:14](N(OC)C)=[O:15])[CH2:10][CH2:11][S:12][CH3:13])=[O:7])([CH3:4])([CH3:3])[CH3:2].C[Li].[CH3:22]CCCCC. (2) Given the product [Br:8][C:9]1[N:14]=[C:13]([O:15][CH3:16])[C:12]([NH:17][CH:1]=[O:3])=[CH:11][CH:10]=1, predict the reactants needed to synthesize it. The reactants are: [C:1](OC(=O)C)(=[O:3])C.[Br:8][C:9]1[N:14]=[C:13]([O:15][CH3:16])[C:12]([NH2:17])=[CH:11][CH:10]=1. (3) Given the product [OH:33][CH2:32][C@@H:30]([NH:31][C:1]([CH2:4][CH:5]([C:7]1[CH:17]=[CH:16][C:10]([C:11]([O:13][CH2:14][CH3:15])=[O:12])=[CH:9][CH:8]=1)[CH3:6])=[O:3])[C:24]1[CH:29]=[CH:28][CH:27]=[CH:26][CH:25]=1, predict the reactants needed to synthesize it. The reactants are: [C:1]([CH2:4][CH:5]([C:7]1[CH:17]=[CH:16][C:10]([C:11]([O:13][CH2:14][CH3:15])=[O:12])=[CH:9][CH:8]=1)[CH3:6])([OH:3])=O.C(Cl)(=O)C(Cl)=O.[C:24]1([C@@H:30]([CH2:32][OH:33])[NH2:31])[CH:29]=[CH:28][CH:27]=[CH:26][CH:25]=1.C(N(CC)CC)C.Cl. (4) Given the product [Cl:17][C:18]1[CH:19]=[CH:20][C:21]([S:24][CH2:25][CH2:26][CH2:27][CH2:28][CH2:29][CH2:30][NH:31][C:4]2[C:5](=[O:16])[C:6](=[O:15])[C:7]=2[NH:8][C:9]2[CH:10]=[CH:11][N:12]=[CH:13][CH:14]=2)=[CH:22][CH:23]=1, predict the reactants needed to synthesize it. The reactants are: C(O[C:4]1[C:5](=[O:16])[C:6](=[O:15])[C:7]=1[NH:8][C:9]1[CH:14]=[CH:13][N:12]=[CH:11][CH:10]=1)C.[Cl:17][C:18]1[CH:23]=[CH:22][C:21]([S:24][CH2:25][CH2:26][CH2:27][CH2:28][CH2:29][CH2:30][NH2:31])=[CH:20][CH:19]=1. (5) Given the product [CH3:19][C:11]1[N:10]=[C:9]([NH2:8])[C:14]([C:15]([F:18])([F:16])[F:17])=[CH:13][CH:12]=1, predict the reactants needed to synthesize it. The reactants are: COC1C=CC(C[NH:8][C:9]2[C:14]([C:15]([F:18])([F:17])[F:16])=[CH:13][CH:12]=[C:11]([CH3:19])[N:10]=2)=CC=1. (6) Given the product [Br:1][C:2]1[CH:3]=[C:4]([NH:8][C:18](=[O:20])[CH3:19])[CH:5]=[CH:6][CH:7]=1, predict the reactants needed to synthesize it. The reactants are: [Br:1][C:2]1[CH:3]=[C:4]([NH2:8])[CH:5]=[CH:6][CH:7]=1.CCN(C(C)C)C(C)C.[C:18](Cl)(=[O:20])[CH3:19]. (7) The reactants are: COC[O:4][C:5]1[CH:6]=[C:7]([N:11]2[CH2:17][CH2:16][CH2:15][NH:14][CH2:13][CH2:12]2)[CH:8]=[N:9][CH:10]=1.[ClH:18]. Given the product [ClH:18].[OH:4][C:5]1[CH:6]=[C:7]([N:11]2[CH2:17][CH2:16][CH2:15][NH:14][CH2:13][CH2:12]2)[CH:8]=[N:9][CH:10]=1, predict the reactants needed to synthesize it. (8) Given the product [Cl:1][C:2]1[CH:3]=[C:4]([CH:20]=[C:21]([Cl:23])[CH:22]=1)[CH2:5][N:6]1[CH:10]=[CH:9][N:8]=[C:7]1[CH2:11][O:12][C:13]1[CH:14]=[C:15]([NH:19][C:39]([NH:38][C:32]2[CH:37]=[CH:36][CH:35]=[CH:34][CH:33]=2)=[O:40])[CH:16]=[CH:17][CH:18]=1, predict the reactants needed to synthesize it. The reactants are: [Cl:1][C:2]1[CH:3]=[C:4]([CH:20]=[C:21]([Cl:23])[CH:22]=1)[CH2:5][N:6]1[CH:10]=[CH:9][N:8]=[C:7]1[CH2:11][O:12][C:13]1[CH:14]=[C:15]([NH2:19])[CH:16]=[CH:17][CH:18]=1.C(O)C(N)(CO)CO.[C:32]1([N:38]=[C:39]=[O:40])[CH:37]=[CH:36][CH:35]=[CH:34][CH:33]=1.